This data is from Forward reaction prediction with 1.9M reactions from USPTO patents (1976-2016). The task is: Predict the product of the given reaction. (1) Given the reactants [Si](Cl)(C)(C)C.[OH:6][C:7]1[CH:8]=[CH:9][CH:10]=[C:11]2[C:16]=1[N:15]=[C:14]([C:17]([OH:19])=[O:18])[CH:13]=[CH:12]2.O.[C:21]([O-])(O)=O.[Na+], predict the reaction product. The product is: [CH3:21][O:18][C:17]([C:14]1[CH:13]=[CH:12][C:11]2[C:16](=[C:7]([OH:6])[CH:8]=[CH:9][CH:10]=2)[N:15]=1)=[O:19]. (2) Given the reactants [P:1]([O:19][C:20]1[C:29]2[C:24](=[CH:25][C:26]3[O:32][CH2:31][O:30][C:27]=3[CH:28]=2)[N:23]=[C:22]([C:33]2[C:42]3[C:37](=[CH:38][CH:39]=[CH:40][CH:41]=3)[CH:36]=[CH:35][CH:34]=2)[CH:21]=1)([O:11]CC1C=CC=CC=1)([O:3]CC1C=CC=CC=1)=[O:2], predict the reaction product. The product is: [P:1]([OH:3])([OH:11])([O:19][C:20]1[C:29]2[C:24](=[CH:25][C:26]3[O:32][CH2:31][O:30][C:27]=3[CH:28]=2)[N:23]=[C:22]([C:33]2[C:42]3[C:37](=[CH:38][CH:39]=[CH:40][CH:41]=3)[CH:36]=[CH:35][CH:34]=2)[CH:21]=1)=[O:2]. (3) Given the reactants [NH2:1][NH2:2].OS(O)(=O)=O.[Br:8][C:9]1[C:10](=O)[O:11][C:12](=[O:14])[CH:13]=1, predict the reaction product. The product is: [Br:8][C:9]1[C:10](=[O:11])[NH:1][NH:2][C:12](=[O:14])[CH:13]=1.